Task: Regression/Classification. Given a drug SMILES string, predict its absorption, distribution, metabolism, or excretion properties. Task type varies by dataset: regression for continuous measurements (e.g., permeability, clearance, half-life) or binary classification for categorical outcomes (e.g., BBB penetration, CYP inhibition). Dataset: cyp2c9_veith.. Dataset: CYP2C9 inhibition data for predicting drug metabolism from PubChem BioAssay (1) The compound is Cc1ccc(OCC(O)Cn2c3ccccc3c3ccccc32)cc1. The result is 1 (inhibitor). (2) The molecule is CC(=O)c1cccc(NC(=S)NC(=O)CC(C)(C)C)c1. The result is 1 (inhibitor). (3) The molecule is CC(C)(C)c1cc2cccnc2n1Cc1ccccc1. The result is 0 (non-inhibitor). (4) The drug is Cc1ccccc1-c1cncnc1Nc1ccccc1. The result is 0 (non-inhibitor).